Dataset: Catalyst prediction with 721,799 reactions and 888 catalyst types from USPTO. Task: Predict which catalyst facilitates the given reaction. (1) Reactant: Br[CH2:2][C:3]1[CH:4]=[C:5]2[C:10](=[CH:11][C:12]=1[Cl:13])[N:9]=[CH:8][CH:7]=[CH:6]2.[CH3:14][NH2:15]. Product: [Cl:13][C:12]1[CH:11]=[C:10]2[C:5]([CH:6]=[CH:7][CH:8]=[N:9]2)=[CH:4][C:3]=1[CH2:2][NH:15][CH3:14]. The catalyst class is: 5. (2) Product: [F:29][C:20]1[C@H:19]([OH:18])[C@@H:26]2[O:25][C:24]([CH3:27])([CH3:28])[O:23][C@@H:22]2[CH:21]=1. The catalyst class is: 49. Reactant: C([Si]([O:18][C@@H:19]1[C@H:26]2[C@H:22]([O:23][C:24]([CH3:28])([CH3:27])[O:25]2)[CH:21]=[C:20]1[F:29])(C1C=CC=CC=1)C1C=CC=CC=1)(C)(C)C.CCCC[N+](CCCC)(CCCC)CCCC.[F-].